From a dataset of Reaction yield outcomes from USPTO patents with 853,638 reactions. Predict the reaction yield, written as a fraction of the theoretical maximum amount of product (1.0 means a 100% yield; for example, 0.34 means a 34% yield). (1) The reactants are [CH2:1]([NH:3][C:4]([N:19]1[CH2:23][CH:22]([CH2:24][CH3:25])[CH:21]=[N:20]1)=[N:5][S:6]([C:9]1[CH:17]=[C:16]2[C:12]([CH2:13][CH2:14][NH:15]2)=[CH:11][C:10]=1Br)(=[O:8])=[O:7])[CH3:2].C(N(CC)CC)C. The catalyst is CCO. The product is [CH2:1]([NH:3][C:4]([N:19]1[CH2:23][CH:22]([CH2:24][CH3:25])[CH:21]=[N:20]1)=[N:5][S:6]([C:9]1[CH:17]=[C:16]2[C:12]([CH2:13][CH2:14][NH:15]2)=[CH:11][CH:10]=1)(=[O:7])=[O:8])[CH3:2]. The yield is 0.760. (2) The reactants are FC(F)(F)S(O[C:7]1[CH:12]=[CH:11][C:10]([N:13]2[CH:18]=[C:17]([O:19][CH3:20])[C:16](=[O:21])[C:15]([C:22]3[N:26]([C:27]4[CH:32]=[CH:31][CH:30]=[CH:29][CH:28]=4)[N:25]=[CH:24][CH:23]=3)=[N:14]2)=[C:9]([F:33])[CH:8]=1)(=O)=O.[CH3:36][N:37]1[CH:41]=[C:40](B2OC(C)(C)C(C)(C)O2)[CH:39]=[N:38]1.C([O-])([O-])=O.[Na+].[Na+].COCCOC. The catalyst is C1C=CC([P]([Pd]([P](C2C=CC=CC=2)(C2C=CC=CC=2)C2C=CC=CC=2)([P](C2C=CC=CC=2)(C2C=CC=CC=2)C2C=CC=CC=2)[P](C2C=CC=CC=2)(C2C=CC=CC=2)C2C=CC=CC=2)(C2C=CC=CC=2)C2C=CC=CC=2)=CC=1.O. The product is [F:33][C:9]1[CH:8]=[C:7]([C:40]2[CH:39]=[N:38][N:37]([CH3:36])[CH:41]=2)[CH:12]=[CH:11][C:10]=1[N:13]1[CH:18]=[C:17]([O:19][CH3:20])[C:16](=[O:21])[C:15]([C:22]2[N:26]([C:27]3[CH:32]=[CH:31][CH:30]=[CH:29][CH:28]=3)[N:25]=[CH:24][CH:23]=2)=[N:14]1. The yield is 0.810. (3) The reactants are [CH3:1][C:2]1[C:6]([CH2:7][N:8]2[CH:12]=[C:11]([N:13]3[C:17](=[O:18])[CH2:16][NH:15][C:14]3=[O:19])[CH:10]=[N:9]2)=[C:5]([CH3:20])[O:4][N:3]=1.Br[CH2:22][C:23]1[CH:28]=[CH:27][CH:26]=[CH:25][C:24]=1[F:29]. No catalyst specified. The product is [CH3:1][C:2]1[C:6]([CH2:7][N:8]2[CH:12]=[C:11]([N:13]3[C:17](=[O:18])[CH2:16][N:15]([CH2:22][C:23]4[CH:28]=[CH:27][CH:26]=[CH:25][C:24]=4[F:29])[C:14]3=[O:19])[CH:10]=[N:9]2)=[C:5]([CH3:20])[O:4][N:3]=1. The yield is 0.420. (4) The reactants are Cl.CN.[CH3:4][C:5]1[CH:6]=[C:7]([O:23][C:24]2[CH:25]=[N:26][C:27]([S:30]([CH3:33])(=[O:32])=[O:31])=[CH:28][CH:29]=2)[CH:8]=[C:9]2[C:13]=1[NH:12][C:11]([C:14]1[S:15][CH:16]([CH2:19][C:20]([OH:22])=O)[CH2:17][N:18]=1)=[CH:10]2.O[N:35]1[C:39]2C=CC=CC=2N=N1.Cl.C(N=C=NCCCN(C)C)C. The catalyst is O.CN(C)C=O.C(N(CC)CC)C. The yield is 0.850. The product is [CH3:4][C:5]1[CH:6]=[C:7]([O:23][C:24]2[CH:25]=[N:26][C:27]([S:30]([CH3:33])(=[O:31])=[O:32])=[CH:28][CH:29]=2)[CH:8]=[C:9]2[C:13]=1[NH:12][C:11]([C:14]1[S:15][CH:16]([CH2:19][C:20]([NH:35][CH3:39])=[O:22])[CH2:17][N:18]=1)=[CH:10]2.